This data is from CYP2C9 inhibition data for predicting drug metabolism from PubChem BioAssay. The task is: Regression/Classification. Given a drug SMILES string, predict its absorption, distribution, metabolism, or excretion properties. Task type varies by dataset: regression for continuous measurements (e.g., permeability, clearance, half-life) or binary classification for categorical outcomes (e.g., BBB penetration, CYP inhibition). Dataset: cyp2c9_veith. The result is 0 (non-inhibitor). The molecule is Cc1ncc(CN=Cc2ccc(Cl)cc2)c(N)n1.